Dataset: Forward reaction prediction with 1.9M reactions from USPTO patents (1976-2016). Task: Predict the product of the given reaction. (1) Given the reactants [Cl:1][C:2]1[CH:3]=[N:4][CH:5]=[C:6]([Cl:33])[C:7]=1[NH:8][C:9]([C:11]1[C:19]2[C:18]3[CH:20]=[C:21]([NH:24][CH2:25][C:26]([O:28]CC)=[O:27])[CH:22]=[CH:23][C:17]=3[O:16][C:15]=2[C:14]([O:31][CH3:32])=[CH:13][CH:12]=1)=[O:10].[OH-].[K+], predict the reaction product. The product is: [Cl:33][C:6]1[CH:5]=[N:4][CH:3]=[C:2]([Cl:1])[C:7]=1[NH:8][C:9]([C:11]1[C:19]2[C:18]3[CH:20]=[C:21]([NH:24][CH2:25][C:26]([OH:28])=[O:27])[CH:22]=[CH:23][C:17]=3[O:16][C:15]=2[C:14]([O:31][CH3:32])=[CH:13][CH:12]=1)=[O:10]. (2) Given the reactants [CH:1]([O:4][C:5]1[CH:6]=[CH:7][C:8]([CH3:12])=[C:9](N)[CH:10]=1)([CH3:3])[CH3:2].N([O-])=[O:14].[Na+], predict the reaction product. The product is: [CH:1]([O:4][C:5]1[CH:6]=[CH:7][C:8]([CH3:12])=[C:9]([OH:14])[CH:10]=1)([CH3:3])[CH3:2].